Predict the product of the given reaction. From a dataset of Forward reaction prediction with 1.9M reactions from USPTO patents (1976-2016). (1) Given the reactants [NH2:1][C@@H:2]([CH2:7][C:8]1[CH:13]=[CH:12][C:11]([C:14]2[CH:19]=[CH:18][CH:17]=[C:16]([CH2:20][NH:21][CH2:22][C:23](=[O:30])[C:24]3[CH:29]=[CH:28][CH:27]=[CH:26][CH:25]=3)[CH:15]=2)=[CH:10][CH:9]=1)[C:3]([O:5][CH3:6])=[O:4].[C:31]([CH2:39][C:40](=O)[CH3:41])(=[O:38])[C:32]1[CH:37]=[CH:36][CH:35]=[CH:34][CH:33]=1, predict the reaction product. The product is: [C:23]([CH2:22][NH:21][CH2:20][C:16]1[CH:15]=[C:14]([C:11]2[CH:10]=[CH:9][C:8]([CH2:7][C@H:2]([NH:1][C:40]([CH3:41])=[CH:39][C:31](=[O:38])[C:32]3[CH:37]=[CH:36][CH:35]=[CH:34][CH:33]=3)[C:3]([O:5][CH3:6])=[O:4])=[CH:13][CH:12]=2)[CH:19]=[CH:18][CH:17]=1)(=[O:30])[C:24]1[CH:25]=[CH:26][CH:27]=[CH:28][CH:29]=1. (2) The product is: [F:1][C:2]([F:41])([F:40])[C:3]1[CH:4]=[C:5]([CH:33]=[C:34]([C:36]([F:39])([F:38])[F:37])[CH:35]=1)[CH2:6][N:7]([CH2:15][C:16]1[CH:21]=[C:20]([C:22]([F:25])([F:24])[F:23])[CH:19]=[CH:18][C:17]=1[N:26]([CH2:29][CH2:30][CH2:31][CH3:32])[CH2:27][CH3:28])[C:8]1[N:9]=[CH:10][N:11]=[C:12]([NH:51][CH2:50][CH2:49][C:48]([O:47][C:43]([CH3:46])([CH3:45])[CH3:44])=[O:52])[CH:13]=1. Given the reactants [F:1][C:2]([F:41])([F:40])[C:3]1[CH:4]=[C:5]([CH:33]=[C:34]([C:36]([F:39])([F:38])[F:37])[CH:35]=1)[CH2:6][N:7]([CH2:15][C:16]1[CH:21]=[C:20]([C:22]([F:25])([F:24])[F:23])[CH:19]=[CH:18][C:17]=1[N:26]([CH2:29][CH2:30][CH2:31][CH3:32])[CH2:27][CH3:28])[C:8]1[CH:13]=[C:12](Cl)[N:11]=[CH:10][N:9]=1.Cl.[C:43]([O:47][C:48](=[O:52])[CH2:49][CH2:50][NH2:51])([CH3:46])([CH3:45])[CH3:44].C(N(C(C)C)C(C)C)C.C(OCC)(=O)C, predict the reaction product. (3) The product is: [CH3:5]/[C:42](/[CH2:43][CH2:44][CH:55]=[CH2:59])=[CH:47]/[C:46]([O:9][C@@H:10]1[CH2:15][C@@H:14]([CH2:16][CH2:17][C:18]2[CH:19]=[CH:20][CH:21]=[CH:22][CH:23]=2)[O:13][C@@:12]([O:24][CH3:25])([C@@H:26]2[CH2:30][S:29][C:28](=[O:31])[N:27]2[CH2:32][C:33]2[CH:38]=[CH:37][C:36]([O:39][CH3:40])=[CH:35][CH:34]=2)[CH2:11]1)=[O:45]. Given the reactants [O-]S([C:5](F)(F)F)(=O)=O.[OH:9][C@H:10]1[CH2:15][C@@H:14]([CH2:16][CH2:17][C:18]2[CH:23]=[CH:22][CH:21]=[CH:20][CH:19]=2)[O:13][C@:12]([C@@H:26]2[CH2:30][S:29][C:28](=[O:31])[N:27]2[CH2:32][C:33]2[CH:38]=[CH:37][C:36]([O:39][CH3:40])=[CH:35][CH:34]=2)([O:24][CH3:25])[CH2:11]1.O[C@H:42]1[CH2:47][C@@H:46](CCCC=C)[O:45][C@:44]([C@@H:55]2[CH2:59]SC(=O)N2CC2C=CC(OC)=CC=2)(OC)[CH2:43]1, predict the reaction product. (4) Given the reactants [Cl:1][C:2]1[C:7]([C:8]([F:11])([F:10])[F:9])=[CH:6][CH:5]=[CH:4][C:3]=1[C:12](=S)[NH:13][CH2:14][C:15]1[S:16][CH:17]=[CH:18][C:19]=1[CH2:20][N:21]([CH3:23])[CH3:22].[N:25]([Si](C)(C)C)=[N+:26]=[N-:27], predict the reaction product. The product is: [Cl:1][C:2]1[C:7]([C:8]([F:11])([F:10])[F:9])=[CH:6][CH:5]=[CH:4][C:3]=1[C:12]1[N:13]([CH2:14][C:15]2[S:16][CH:17]=[CH:18][C:19]=2[CH2:20][N:21]([CH3:23])[CH3:22])[N:27]=[N:26][N:25]=1. (5) Given the reactants [C:1]([C:3]1[CH:8]=[CH:7][C:6]([C:9]2[CH:10]=[N:11][N:12]3[CH:17]=[CH:16][C:15]([C:18]4[CH:26]=[CH:25][C:21]([C:22](O)=[O:23])=[CH:20][CH:19]=4)=[N:14][C:13]=23)=[CH:5][CH:4]=1)#[N:2].C[N:28]1[CH2:33][CH2:32][O:31][CH2:30][CH2:29]1.CN(C(ON1N=NC2C=CC=NC1=2)=[N+](C)C)C.F[P-](F)(F)(F)(F)F.O1CCCNCC1, predict the reaction product. The product is: [N:28]1([C:22]([C:21]2[CH:20]=[CH:19][C:18]([C:15]3[CH:16]=[CH:17][N:12]4[N:11]=[CH:10][C:9]([C:6]5[CH:7]=[CH:8][C:3]([C:1]#[N:2])=[CH:4][CH:5]=5)=[C:13]4[N:14]=3)=[CH:26][CH:25]=2)=[O:23])[CH2:33][CH2:32][O:31][CH2:30][CH2:29]1. (6) Given the reactants [CH3:1][C:2]1([CH3:32])[CH2:5][CH:4]([CH:6]([NH:20][C:21]2[CH:22]=[N:23][C:24]3[C:29]([CH:30]=2)=[CH:28][CH:27]=[C:26]([F:31])[CH:25]=3)[C:7]2[CH:19]=[CH:18][C:10]([C:11]([O:13]C(C)(C)C)=[O:12])=[CH:9][CH:8]=2)[CH2:3]1.FC(F)(F)C(O)=O, predict the reaction product. The product is: [CH3:1][C:2]1([CH3:32])[CH2:3][CH:4]([CH:6]([NH:20][C:21]2[CH:22]=[N:23][C:24]3[C:29]([CH:30]=2)=[CH:28][CH:27]=[C:26]([F:31])[CH:25]=3)[C:7]2[CH:19]=[CH:18][C:10]([C:11]([OH:13])=[O:12])=[CH:9][CH:8]=2)[CH2:5]1. (7) Given the reactants [CH3:1][C:2]([CH3:8])([CH3:7])[CH2:3][C:4](Cl)=[O:5].[CH2:9](N(CC)CC)C.[Br:16][C:17]1[CH:23]=[C:22]([C:24](F)(F)F)[C:20]([NH2:21])=[C:19](Cl)[CH:18]=1.O, predict the reaction product. The product is: [Br:16][C:17]1[CH:23]=[C:22]([CH3:24])[C:20]([NH:21][C:4](=[O:5])[CH2:3][C:2]([CH3:8])([CH3:7])[CH3:1])=[C:19]([CH3:9])[CH:18]=1.